The task is: Predict the product of the given reaction.. This data is from Forward reaction prediction with 1.9M reactions from USPTO patents (1976-2016). (1) Given the reactants [CH2:1]([O:5][CH2:6][CH2:7][O:8][C:9]1[CH:14]=[CH:13][C:12]([C:15]2[CH:16]=[CH:17][C:18]3[N:25]([CH2:26][C:27]([CH3:29])=[CH2:28])[CH2:24][CH2:23][CH2:22][C:21]([C:30](O)=[O:31])=[CH:20][C:19]=3[CH:33]=2)=[CH:11][CH:10]=1)[CH2:2][CH2:3][CH3:4].CN(C=O)C.S(Cl)(Cl)=O.[CH2:43]([N:46]1[C:50]([CH2:51][S:52]([C:54]2[CH:60]=[CH:59][C:57]([NH2:58])=[CH:56][CH:55]=2)=[O:53])=[CH:49][N:48]=[CH:47]1)[CH2:44][CH3:45], predict the reaction product. The product is: [CH2:1]([O:5][CH2:6][CH2:7][O:8][C:9]1[CH:10]=[CH:11][C:12]([C:15]2[CH:33]=[CH:19][C:18]3[N:25]([CH2:26][C:27]([CH3:29])=[CH2:28])[CH2:24][CH2:23][CH2:22][C:21]([C:30]([NH:58][C:57]4[CH:59]=[CH:60][C:54]([S:52]([CH2:51][C:50]5[N:46]([CH2:43][CH2:44][CH3:45])[CH:47]=[N:48][CH:49]=5)=[O:53])=[CH:55][CH:56]=4)=[O:31])=[CH:20][C:17]=3[CH:16]=2)=[CH:13][CH:14]=1)[CH2:2][CH2:3][CH3:4]. (2) Given the reactants [CH:1]1([CH2:4][N:5]([CH2:24][CH2:25][CH3:26])[C:6]2[N:11]=[CH:10][N:9]=[C:8]([C:12]([NH:14][C:15]3[CH:20]=[CH:19][C:18]([CH:21]=O)=[CH:17][C:16]=3[CH3:23])=[O:13])[CH:7]=2)[CH2:3][CH2:2]1.[CH3:27][O:28][CH2:29][CH2:30][NH2:31].C(O[BH-](OC(=O)C)OC(=O)C)(=O)C, predict the reaction product. The product is: [CH:1]1([CH2:4][N:5]([CH2:24][CH2:25][CH3:26])[C:6]2[N:11]=[CH:10][N:9]=[C:8]([C:12]([NH:14][C:15]3[CH:20]=[CH:19][C:18]([CH2:21][NH:31][CH2:30][CH2:29][O:28][CH3:27])=[CH:17][C:16]=3[CH3:23])=[O:13])[CH:7]=2)[CH2:3][CH2:2]1.